Dataset: Full USPTO retrosynthesis dataset with 1.9M reactions from patents (1976-2016). Task: Predict the reactants needed to synthesize the given product. Given the product [Cl:1][C:2]1[CH:3]=[C:4]([CH:8]2[O:12][C:11](=[O:13])[N:10]([C:29]([O:31][C:32]([CH3:35])([CH3:34])[CH3:33])=[O:30])[CH:9]2[CH2:14][C:15]2[CH:20]=[CH:19][C:18]([CH2:21][C:22]([F:28])([F:27])[C:23]([F:25])([F:26])[F:24])=[CH:17][CH:16]=2)[CH:5]=[CH:6][CH:7]=1, predict the reactants needed to synthesize it. The reactants are: [Cl:1][C:2]1[CH:3]=[C:4]([CH:8]2[O:12][C:11](=[O:13])[NH:10][CH:9]2[CH2:14][C:15]2[CH:20]=[CH:19][C:18]([CH2:21][C:22]([F:28])([F:27])[C:23]([F:26])([F:25])[F:24])=[CH:17][CH:16]=2)[CH:5]=[CH:6][CH:7]=1.[C:29](O[C:29]([O:31][C:32]([CH3:35])([CH3:34])[CH3:33])=[O:30])([O:31][C:32]([CH3:35])([CH3:34])[CH3:33])=[O:30].